Dataset: Forward reaction prediction with 1.9M reactions from USPTO patents (1976-2016). Task: Predict the product of the given reaction. (1) The product is: [NH2:17][C:13]1[N:12]=[C:11]([N:8]2[C:9]3[C:5](=[CH:4][CH:3]=[C:2]([C:39]#[C:38][C:36]([C:32]4[S:31][CH:35]=[CH:34][N:33]=4)([OH:40])[CH3:37])[CH:10]=3)[C:6]([CH2:18][N:19]3[CH2:24][CH2:23][O:22][CH2:21][CH2:20]3)=[N:7]2)[CH:16]=[CH:15][N:14]=1. Given the reactants Br[C:2]1[CH:10]=[C:9]2[C:5]([C:6]([CH2:18][N:19]3[CH2:24][CH2:23][O:22][CH2:21][CH2:20]3)=[N:7][N:8]2[C:11]2[CH:16]=[CH:15][N:14]=[C:13]([NH2:17])[N:12]=2)=[CH:4][CH:3]=1.CC(O)(C#C)C.[S:31]1[CH:35]=[CH:34][N:33]=[C:32]1[C:36]([OH:40])([C:38]#[CH:39])[CH3:37], predict the reaction product. (2) The product is: [CH2:1]([C@H:8]([C@@H:12]([CH2:13][CH2:14][CH2:15][CH3:16])[C@@H:11]([OH:10])[CH3:17])[CH2:9][OH:18])[C:2]1[CH:7]=[CH:6][CH:5]=[CH:4][CH:3]=1. Given the reactants [CH2:1]([C@@H:8]1[C@@H:12]([CH2:13][CH2:14][CH2:15][CH3:16])[C@H:11]([CH3:17])[O:10][C:9]1=[O:18])[C:2]1[CH:7]=[CH:6][CH:5]=[CH:4][CH:3]=1.[H-].[H-].[H-].[H-].[Li+].[Al+3], predict the reaction product. (3) Given the reactants C[O:2][C:3]1[CH:4]=[C:5]2[C:10](=[CH:11][CH:12]=1)[C:9](=[O:13])[NH:8][CH2:7][CH2:6]2.Cl.[NH+]1C=CC=CC=1, predict the reaction product. The product is: [OH:2][C:3]1[CH:4]=[C:5]2[C:10](=[CH:11][CH:12]=1)[C:9](=[O:13])[NH:8][CH2:7][CH2:6]2. (4) Given the reactants Cl[C:2]1[C:7]([C:8]([O:10][CH2:11][CH3:12])=[O:9])=[CH:6][N:5]=[C:4]([S:13][CH3:14])[N:3]=1.C(N(CC)CC)C.[CH:22]1([NH2:27])[CH2:26][CH2:25][CH2:24][CH2:23]1.Cl, predict the reaction product. The product is: [CH2:11]([O:10][C:8]([C:7]1[C:2]([NH:27][CH:22]2[CH2:26][CH2:25][CH2:24][CH2:23]2)=[N:3][C:4]([S:13][CH3:14])=[N:5][CH:6]=1)=[O:9])[CH3:12].